From a dataset of Reaction yield outcomes from USPTO patents with 853,638 reactions. Predict the reaction yield, written as a fraction of the theoretical maximum amount of product (1.0 means a 100% yield; for example, 0.34 means a 34% yield). (1) The reactants are [CH3:1][C:2]1[CH:7]=[CH:6][C:5]([NH:8]C(=O)OC(C)(C)C)=[CH:4][C:3]=1[NH:16][C:17]1[CH:18]=[C:19]2[C:24](=[CH:25][CH:26]=1)[N:23]=[CH:22][N:21]([CH3:27])[C:20]2=[O:28].C(O)(C(F)(F)F)=O. The catalyst is C(Cl)Cl. The product is [NH2:8][C:5]1[CH:6]=[CH:7][C:2]([CH3:1])=[C:3]([NH:16][C:17]2[CH:18]=[C:19]3[C:24](=[CH:25][CH:26]=2)[N:23]=[CH:22][N:21]([CH3:27])[C:20]3=[O:28])[CH:4]=1. The yield is 0.990. (2) The reactants are [C@H:1]1([O:12][C:13]2[CH:18]=[CH:17][C:16]([C:19]3[CH:20]=[CH:21][C:22]([C:25]([O:27]C)=[O:26])=[N:23][CH:24]=3)=[CH:15][CH:14]=2)[O:9][C@H:8]([CH2:10][OH:11])[C@@H:6]([OH:7])[C@H:4]([OH:5])[C@@H:2]1[OH:3].[OH-].[Na+]. The catalyst is CO. The product is [C@H:1]1([O:12][C:13]2[CH:14]=[CH:15][C:16]([C:19]3[CH:20]=[CH:21][C:22]([C:25]([OH:27])=[O:26])=[N:23][CH:24]=3)=[CH:17][CH:18]=2)[O:9][C@H:8]([CH2:10][OH:11])[C@@H:6]([OH:7])[C@H:4]([OH:5])[C@@H:2]1[OH:3]. The yield is 0.310. (3) The reactants are Br[C:2]1[CH:7]=[C:6]([CH3:8])[CH:5]=[C:4]([CH3:9])[N:3]=1.[CH:10]([C:12]1[C:20]2[C:15](=[CH:16][C:17]([N+:21]([O-:23])=[O:22])=[CH:18][CH:19]=2)[N:14]([CH:24]2[CH2:29][CH2:28][CH2:27][CH2:26][O:25]2)[N:13]=1)=[CH2:11].C1(C)C=CC=CC=1P(C1C=CC=CC=1C)C1C=CC=CC=1C.C(N(C(C)C)CC)(C)C. The catalyst is CN(C=O)C.C([O-])(=O)C.[Pd+2].C([O-])(=O)C. The product is [CH3:8][C:6]1[CH:5]=[C:4]([CH3:9])[N:3]=[C:2]([CH:11]=[CH:10][C:12]2[C:20]3[C:15](=[CH:16][C:17]([N+:21]([O-:23])=[O:22])=[CH:18][CH:19]=3)[N:14]([CH:24]3[CH2:29][CH2:28][CH2:27][CH2:26][O:25]3)[N:13]=2)[CH:7]=1. The yield is 0.680.